From a dataset of Catalyst prediction with 721,799 reactions and 888 catalyst types from USPTO. Predict which catalyst facilitates the given reaction. (1) Reactant: [C:1]([C:4]1[CH:9]=[CH:8][CH:7]=[CH:6][N:5]=1)(=[O:3])[CH3:2].[CH3:10][O:11][S:12]([C:15]1[CH:20]=[CH:19][C:18]([CH3:21])=[CH:17][CH:16]=1)(=[O:14])=[O:13]. Product: [C:1]([C:4]1[CH:9]=[CH:8][CH:7]=[CH:6][N+:5]=1[CH3:10])(=[O:3])[CH3:2].[CH3:21][C:18]1[CH:19]=[CH:20][C:15]([S:12]([OH:14])(=[O:13])=[O:11])=[CH:16][CH:17]=1. The catalyst class is: 11. (2) Reactant: [Cl:1][C:2]1[C:11]([C:12]([O:14][CH3:15])=[O:13])=[C:10](Cl)[C:9]2[C:4](=[CH:5][CH:6]=[C:7]([C:17]#[N:18])[CH:8]=2)[N:3]=1.[Cl:19][C:20]1[CH:21]=[C:22]([CH:25]=[CH:26][C:27]=1[O:28][CH3:29])[CH2:23][NH2:24].Cl.CCN(C(C)C)C(C)C. Product: [Cl:1][C:2]1[C:11]([C:12]([O:14][CH3:15])=[O:13])=[C:10]([NH:24][CH2:23][C:22]2[CH:25]=[CH:26][C:27]([O:28][CH3:29])=[C:20]([Cl:19])[CH:21]=2)[C:9]2[C:4](=[CH:5][CH:6]=[C:7]([C:17]#[N:18])[CH:8]=2)[N:3]=1. The catalyst class is: 296. (3) Reactant: [Cl-].[Cl-].[Cl-].[Al+3].[H-].[Al+3].[Li+].[H-].[H-].[H-].[F:11][C:12]1[CH:13]=[CH:14][C:15]([O:21][CH3:22])=[C:16]([CH2:18][C:19]#[N:20])[CH:17]=1.[OH-].[Na+]. Product: [F:11][C:12]1[CH:13]=[CH:14][C:15]([O:21][CH3:22])=[C:16]([CH2:18][CH2:19][NH2:20])[CH:17]=1. The catalyst class is: 1.